This data is from Forward reaction prediction with 1.9M reactions from USPTO patents (1976-2016). The task is: Predict the product of the given reaction. (1) Given the reactants [C:1]([C:5]1[CH:34]=[CH:33][C:8]([CH2:9][N:10]([CH2:31][CH3:32])[C:11](=[O:30])[CH2:12][O:13][C:14]2[CH:19]=[CH:18][C:17]([CH2:20][C@H:21]([O:27][CH2:28][CH3:29])[C:22]([O:24]CC)=[O:23])=[CH:16][CH:15]=2)=[CH:7][CH:6]=1)([CH3:4])([CH3:3])[CH3:2].[Li+].[OH-].Cl, predict the reaction product. The product is: [C:1]([C:5]1[CH:6]=[CH:7][C:8]([CH2:9][N:10]([CH2:31][CH3:32])[C:11](=[O:30])[CH2:12][O:13][C:14]2[CH:15]=[CH:16][C:17]([CH2:20][C@H:21]([O:27][CH2:28][CH3:29])[C:22]([OH:24])=[O:23])=[CH:18][CH:19]=2)=[CH:33][CH:34]=1)([CH3:2])([CH3:3])[CH3:4]. (2) The product is: [Cl-:1].[S:11]1[CH:15]=[C:14]([CH:16]([N:28]([CH3:35])[C:29]2[CH:34]=[CH:33][CH:32]=[CH:31][CH:30]=2)[C:17]([O:19][C@@H:20]2[CH:25]3[CH2:26][CH2:27][N+:22]([CH2:2][C:3](=[O:4])[C:5]4[CH:10]=[CH:9][CH:8]=[CH:7][CH:6]=4)([CH2:23][CH2:24]3)[CH2:21]2)=[O:18])[C:13]2[CH:36]=[CH:37][CH:38]=[CH:39][C:12]1=2. Given the reactants [Cl:1][CH2:2][C:3]([C:5]1[CH:10]=[CH:9][CH:8]=[CH:7][CH:6]=1)=[O:4].[S:11]1[CH:15]=[C:14]([CH:16]([N:28]([CH3:35])[C:29]2[CH:34]=[CH:33][CH:32]=[CH:31][CH:30]=2)[C:17]([O:19][C@@H:20]2[CH:25]3[CH2:26][CH2:27][N:22]([CH2:23][CH2:24]3)[CH2:21]2)=[O:18])[C:13]2[CH:36]=[CH:37][CH:38]=[CH:39][C:12]1=2, predict the reaction product. (3) The product is: [F:1][C:2]1[C:3]([O:12][C:17]2[CH:18]=[CH:19][C:14]([CH3:13])=[CH:15][CH:16]=2)=[C:4]([C:9](=[O:11])[CH3:10])[CH:5]=[C:6]([F:8])[CH:7]=1. Given the reactants [F:1][C:2]1[C:3]([OH:12])=[C:4]([C:9](=[O:11])[CH3:10])[CH:5]=[C:6]([F:8])[CH:7]=1.[CH2:13](Br)[C:14]1[CH:19]=[CH:18][CH:17]=[CH:16][CH:15]=1.C([O-])([O-])=O.[K+].[K+], predict the reaction product. (4) Given the reactants [NH2:1][C@@H:2]([CH2:23][CH:24]1[CH2:29][CH2:28][CH2:27][CH2:26][CH2:25]1)[C:3]([NH:5][CH:6]1[CH2:12][CH2:11][CH2:10][N:9]([S:13]([C:16]2[CH:21]=[CH:20][CH:19]=[CH:18][N:17]=2)(=[O:15])=[O:14])[CH2:8][CH:7]1[OH:22])=[O:4].[O:30]1[C:34]2[CH:35]=[CH:36][CH:37]=[CH:38][C:33]=2[CH:32]=[C:31]1[C:39](O)=[O:40].ON1C2C=CC=CC=2N=N1.C(O)C(N)(CO)CO, predict the reaction product. The product is: [CH:24]1([CH2:23][C@H:2]([NH:1][C:39]([C:31]2[O:30][C:34]3[CH:35]=[CH:36][CH:37]=[CH:38][C:33]=3[CH:32]=2)=[O:40])[C:3](=[O:4])[NH:5][CH:6]2[CH2:12][CH2:11][CH2:10][N:9]([S:13]([C:16]3[CH:21]=[CH:20][CH:19]=[CH:18][N:17]=3)(=[O:14])=[O:15])[CH2:8][CH:7]2[OH:22])[CH2:29][CH2:28][CH2:27][CH2:26][CH2:25]1. (5) Given the reactants [C:1](C1C=CC(C(C2C(=O)CCCC=2OC)NC(NC2C=C(C(F)(F)F)C=CN=2)=O)=CC=1)#N.[C:33]([C:35]1[CH:36]=[CH:37][C:38]([CH:41]([C:56]2[C:61](=[O:62])[CH2:60][CH2:59][CH2:58][C:57]=2[OH:63])[NH:42][C:43]([NH:45][C:46]2[CH:51]=[CH:50][CH:49]=[C:48]([C:52]([F:55])([F:54])[F:53])[CH:47]=2)=[O:44])=[N:39][CH:40]=1)#[N:34], predict the reaction product. The product is: [C:33]([C:35]1[CH:36]=[CH:37][C:38]([CH:41]([C:56]2[C:57](=[O:63])[CH2:58][CH2:59][CH2:60][C:61]=2[O:62][CH3:1])[NH:42][C:43]([NH:45][C:46]2[CH:51]=[CH:50][CH:49]=[C:48]([C:52]([F:54])([F:55])[F:53])[CH:47]=2)=[O:44])=[N:39][CH:40]=1)#[N:34].